This data is from Peptide-MHC class I binding affinity with 185,985 pairs from IEDB/IMGT. The task is: Regression. Given a peptide amino acid sequence and an MHC pseudo amino acid sequence, predict their binding affinity value. This is MHC class I binding data. (1) The peptide sequence is FPFLYKFLL. The MHC is HLA-A23:01 with pseudo-sequence HLA-A23:01. The binding affinity (normalized) is 0.318. (2) The peptide sequence is TTRAWFDKK. The MHC is HLA-A02:02 with pseudo-sequence HLA-A02:02. The binding affinity (normalized) is 0.